Dataset: Reaction yield outcomes from USPTO patents with 853,638 reactions. Task: Predict the reaction yield, written as a fraction of the theoretical maximum amount of product (1.0 means a 100% yield; for example, 0.34 means a 34% yield). (1) The reactants are [C:1]([C:4]1[CH:33]=[CH:32][C:7]([O:8][CH2:9][C:10]2[CH:15]=[CH:14][C:13]([CH:16]([O:25][CH:26]3[CH2:31][CH2:30][CH2:29][CH2:28][O:27]3)[C:17]3[CH:18]=[C:19]([CH:22]=[CH:23][CH:24]=3)[C:20]#N)=[CH:12][CH:11]=2)=[C:6]([CH3:34])[C:5]=1[OH:35])(=[O:3])[CH3:2].[OH-:36].[K+].Cl.[OH2:39]. The catalyst is C(O)C. The product is [C:1]([C:4]1[CH:33]=[CH:32][C:7]([O:8][CH2:9][C:10]2[CH:15]=[CH:14][C:13]([CH:16]([O:25][CH:26]3[CH2:31][CH2:30][CH2:29][CH2:28][O:27]3)[C:17]3[CH:18]=[C:19]([CH:22]=[CH:23][CH:24]=3)[C:20]([OH:39])=[O:36])=[CH:12][CH:11]=2)=[C:6]([CH3:34])[C:5]=1[OH:35])(=[O:3])[CH3:2]. The yield is 0.330. (2) The reactants are [C:1]([N:4]1[C:13]2[C:8](=[CH:9][C:10]([C:14]3[CH:23]=[CH:22][C:17]([C:18]([O:20]C)=[O:19])=[CH:16][CH:15]=3)=[CH:11][CH:12]=2)[C@H:7]([NH:24][C:25]2[CH:30]=[CH:29][CH:28]=[CH:27][N:26]=2)[CH2:6][C@@H:5]1[CH3:31])(=[O:3])[CH3:2].[OH-].[Na+].Cl. The catalyst is CO.O. The product is [C:1]([N:4]1[C:13]2[C:8](=[CH:9][C:10]([C:14]3[CH:23]=[CH:22][C:17]([C:18]([OH:20])=[O:19])=[CH:16][CH:15]=3)=[CH:11][CH:12]=2)[C@H:7]([NH:24][C:25]2[CH:30]=[CH:29][CH:28]=[CH:27][N:26]=2)[CH2:6][C@@H:5]1[CH3:31])(=[O:3])[CH3:2]. The yield is 0.739. (3) The reactants are [Br:1][C:2]1[CH:11]=[C:10]2[C:5]([N:6]=[CH:7][C:8](=O)[NH:9]2)=[CH:4][CH:3]=1.CN(C=O)C.O=P(Cl)(Cl)[Cl:20]. No catalyst specified. The product is [Br:1][C:2]1[CH:11]=[C:10]2[C:5]([N:6]=[CH:7][C:8]([Cl:20])=[N:9]2)=[CH:4][CH:3]=1. The yield is 0.750. (4) The reactants are [CH3:1][N:2]1[CH2:11][CH2:10][C:9]2[C:8]([N:12]3[CH2:17][CH2:16][O:15][CH2:14][C@@H:13]3[CH3:18])=[N:7][C:6]([C:19]3[S:23][C:22]([NH2:24])=[N:21][CH:20]=3)=[N:5][C:4]=2[CH2:3]1.[CH2:25]([N:27]=[C:28]=[O:29])[CH3:26]. No catalyst specified. The product is [CH2:25]([NH:27][C:28]([NH:24][C:22]1[S:23][C:19]([C:6]2[N:7]=[C:8]([N:12]3[CH2:17][CH2:16][O:15][CH2:14][C@@H:13]3[CH3:18])[C:9]3[CH2:10][CH2:11][N:2]([CH3:1])[CH2:3][C:4]=3[N:5]=2)=[CH:20][N:21]=1)=[O:29])[CH3:26]. The yield is 0.110.